Predict the reactants needed to synthesize the given product. From a dataset of Full USPTO retrosynthesis dataset with 1.9M reactions from patents (1976-2016). (1) Given the product [CH3:1][O:2][C:3]1[CH:8]=[C:7]([S:9]([CH3:12])(=[O:11])=[O:10])[CH:6]=[CH:5][C:4]=1[NH2:13], predict the reactants needed to synthesize it. The reactants are: [CH3:1][O:2][C:3]1[CH:8]=[C:7]([S:9]([CH3:12])(=[O:11])=[O:10])[CH:6]=[CH:5][C:4]=1[N+:13]([O-])=O. (2) Given the product [NH:29]1[C:37]2[C:32](=[CH:33][CH:34]=[CH:35][CH:36]=2)[C:31](/[CH:38]=[C:8]2\[O:9][C:5]3[C:4]([CH2:13][CH2:14][CH2:15][CH:16]4[CH2:21][CH2:20][N:19]([C:22]([O:24][C:25]([CH3:28])([CH3:27])[CH3:26])=[O:23])[CH2:18][CH2:17]4)=[C:3]([O:2][CH3:1])[CH:12]=[CH:11][C:6]=3[C:7]\2=[O:10])=[N:30]1, predict the reactants needed to synthesize it. The reactants are: [CH3:1][O:2][C:3]1[CH:12]=[CH:11][C:6]2[C:7](=[O:10])[CH2:8][O:9][C:5]=2[C:4]=1[CH2:13][CH2:14][CH2:15][CH:16]1[CH2:21][CH2:20][N:19]([C:22]([O:24][C:25]([CH3:28])([CH3:27])[CH3:26])=[O:23])[CH2:18][CH2:17]1.[NH:29]1[C:37]2[C:32](=[CH:33][CH:34]=[CH:35][CH:36]=2)[C:31]([CH:38]=O)=[N:30]1. (3) Given the product [NH2:21][C:20]1[N:22]=[C:6]([C:2]2[O:1][CH:5]=[CH:4][CH:3]=2)[C:8]([C:9]#[N:10])=[C:23]([S:24][CH3:26])[N:19]=1, predict the reactants needed to synthesize it. The reactants are: [O:1]1[CH:5]=[CH:4][CH:3]=[C:2]1[C:6]([CH2:8][C:9]#[N:10])=O.[H-].[Na+].CI.[N+]([O-])(O)=O.[NH2:19][C:20]([NH2:22])=[NH:21].[CH3:23][S:24]([CH3:26])=O. (4) The reactants are: [CH2:1]([O:8][C:9]([NH:11][CH2:12][CH2:13][C:14]([NH:16][C@H:17]([C:24]([OH:26])=[O:25])[CH2:18][C:19]1[N:23]=[CH:22][NH:21][CH:20]=1)=[O:15])=[O:10])[C:2]1[CH:7]=[CH:6][CH:5]=[CH:4][CH:3]=1.[CH2:27](O)[CH3:28].Cl. Given the product [CH2:27]([O:25][C:24](=[O:26])[C@H:17]([CH2:18][C:19]1[N:23]=[CH:22][NH:21][CH:20]=1)[NH:16][C:14](=[O:15])[CH2:13][CH2:12][NH:11][C:9]([O:8][CH2:1][C:2]1[CH:3]=[CH:4][CH:5]=[CH:6][CH:7]=1)=[O:10])[CH3:28], predict the reactants needed to synthesize it.